Dataset: Forward reaction prediction with 1.9M reactions from USPTO patents (1976-2016). Task: Predict the product of the given reaction. (1) Given the reactants [CH3:1][O:2][C:3](=[O:37])[C@H:4]([CH2:16][C:17]1[CH:22]=[CH:21][C:20]([C:23]2[CH:28]=[CH:27][CH:26]=[CH:25][C:24]=2[NH:29]C(OC(C)(C)C)=O)=[CH:19][CH:18]=1)[NH:5][C:6](=[O:15])[C:7]1[C:12]([Cl:13])=[CH:11][CH:10]=[CH:9][C:8]=1[Cl:14].[C:38]([OH:44])([C:40]([F:43])([F:42])[F:41])=[O:39], predict the reaction product. The product is: [OH:44][C:38]([C:40]([F:43])([F:42])[F:41])=[O:39].[CH3:1][O:2][C:3](=[O:37])[C@H:4]([CH2:16][C:17]1[CH:22]=[CH:21][C:20]([C:23]2[CH:28]=[CH:27][CH:26]=[CH:25][C:24]=2[NH2:29])=[CH:19][CH:18]=1)[NH:5][C:6](=[O:15])[C:7]1[C:8]([Cl:14])=[CH:9][CH:10]=[CH:11][C:12]=1[Cl:13]. (2) Given the reactants [N:1]1([S:11]([C:14]2[CH:15]=[C:16]3[C:20](=[CH:21][CH:22]=2)[NH:19][C:18](=[O:23])[CH2:17]3)(=[O:13])=[O:12])[C:10]2[C:5](=[CH:6][CH:7]=[CH:8][CH:9]=2)[CH2:4][CH2:3][CH2:2]1.[N:24]1([CH2:29][CH2:30][O:31][C:32]2[CH:33]=[C:34]3[C:38](=[CH:39][CH:40]=2)[NH:37][C:36]([CH:41]=O)=[CH:35]3)[CH2:28][CH2:27][CH2:26][CH2:25]1, predict the reaction product. The product is: [N:1]1([S:11]([C:14]2[CH:15]=[C:16]3[C:20](=[CH:21][CH:22]=2)[NH:19][C:18](=[O:23])[C:17]3=[CH:41][C:36]2[NH:37][C:38]3[C:34]([CH:35]=2)=[CH:33][C:32]([O:31][CH2:30][CH2:29][N:24]2[CH2:28][CH2:27][CH2:26][CH2:25]2)=[CH:40][CH:39]=3)(=[O:13])=[O:12])[C:10]2[C:5](=[CH:6][CH:7]=[CH:8][CH:9]=2)[CH2:4][CH2:3][CH2:2]1.